Dataset: Reaction yield outcomes from USPTO patents with 853,638 reactions. Task: Predict the reaction yield, written as a fraction of the theoretical maximum amount of product (1.0 means a 100% yield; for example, 0.34 means a 34% yield). (1) The reactants are [OH-].[K+].[CH:3]([C:6]1[CH:11]=[CH:10][CH:9]=[CH:8][C:7]=1[OH:12])([CH3:5])[CH3:4].IC.[CH2:15](N(CC)CC)C. The catalyst is S([O-])(O)(=O)=O.C([N+](CCCC)(CCCC)CCCC)CCC.C1CCCCC1.C(Cl)Cl.O. The product is [CH:3]([C:6]1[CH:11]=[CH:10][CH:9]=[CH:8][C:7]=1[O:12][CH3:15])([CH3:5])[CH3:4]. The yield is 0.940. (2) The reactants are [CH2:1]([O:8][C:9]1[C:14](=[O:15])[N:13]2[CH:16]=[C:17]([N:20]3[CH2:25][CH2:24][O:23][CH2:22][CH2:21]3)[CH:18]=[CH:19][C:12]2=[N:11][C:10]=1[C:26]([NH:28][O:29][C:30](=O)[CH2:31][C:32]1[CH:37]=[CH:36][C:35]([F:38])=[CH:34][CH:33]=1)=[NH:27])[C:2]1[CH:7]=[CH:6][CH:5]=[CH:4][CH:3]=1. The catalyst is C1(C)C=CC=CC=1. The product is [CH2:1]([O:8][C:9]1[C:14](=[O:15])[N:13]2[CH:16]=[C:17]([N:20]3[CH2:21][CH2:22][O:23][CH2:24][CH2:25]3)[CH:18]=[CH:19][C:12]2=[N:11][C:10]=1[C:26]1[N:27]=[C:30]([CH2:31][C:32]2[CH:33]=[CH:34][C:35]([F:38])=[CH:36][CH:37]=2)[O:29][N:28]=1)[C:2]1[CH:3]=[CH:4][CH:5]=[CH:6][CH:7]=1. The yield is 0.753. (3) The reactants are C([Li])CCC.[C:6]1([S:12]([N:15]2[C:19]3=[N:20][CH:21]=[CH:22][CH:23]=[C:18]3[CH:17]=[CH:16]2)(=[O:14])=[O:13])[CH:11]=[CH:10][CH:9]=[CH:8][CH:7]=1.CN([CH:27]=[O:28])C.[Cl-].[NH4+]. The catalyst is C1COCC1.C(OCC)(=O)C. The product is [C:6]1([S:12]([N:15]2[C:19]3=[N:20][CH:21]=[CH:22][CH:23]=[C:18]3[CH:17]=[C:16]2[CH:27]=[O:28])(=[O:14])=[O:13])[CH:7]=[CH:8][CH:9]=[CH:10][CH:11]=1. The yield is 0.620. (4) The reactants are [CH2:1]([O:8][C:9]1[CH:14]=[C:13](F)[CH:12]=[CH:11][C:10]=1[N+:16]([O-:18])=[O:17])[C:2]1[CH:7]=[CH:6][CH:5]=[CH:4][CH:3]=1.CC1[CH:25]=[CH:24][C:23]([SH:26])=[CH:22][CH:21]=1.[C:27](=[O:30])([O-])[O-].[K+].[K+].[CH3:33]N(C)C=O. No catalyst specified. The product is [CH2:1]([O:8][C:9]1[CH:14]=[C:13]([O:30][C:27]2[CH:25]=[CH:24][C:23]([S:26][CH3:33])=[CH:22][CH:21]=2)[CH:12]=[CH:11][C:10]=1[N+:16]([O-:18])=[O:17])[C:2]1[CH:7]=[CH:6][CH:5]=[CH:4][CH:3]=1. The yield is 0.930. (5) The reactants are [CH3:1][O:2][C:3]1[CH:16]=[C:15]([O:17][CH3:18])[CH:14]=[CH:13][C:4]=1[CH2:5][NH:6][C:7]1[CH:12]=[CH:11][N:10]=[CH:9][N:8]=1.N12CCN(CC1)CC2.[F:27][C:28]1[CH:33]=[C:32]([F:34])[C:31]([F:35])=[CH:30][C:29]=1[S:36](Cl)(=[O:38])=[O:37]. The catalyst is C(#N)C. The product is [CH3:1][O:2][C:3]1[CH:16]=[C:15]([O:17][CH3:18])[CH:14]=[CH:13][C:4]=1[CH2:5][N:6]([C:7]1[CH:12]=[CH:11][N:10]=[CH:9][N:8]=1)[S:36]([C:29]1[CH:30]=[C:31]([F:35])[C:32]([F:34])=[CH:33][C:28]=1[F:27])(=[O:38])=[O:37]. The yield is 0.530. (6) The reactants are C(N(CC)CC)C.[CH2:8]([N:15]1[CH:19]=[C:18]([C:20]([CH3:23])([CH3:22])[CH3:21])[N:17]=[C:16]1[C@H:24]([NH2:35])[CH2:25][C:26]1[C:34]2[C:29](=[CH:30][CH:31]=[CH:32][CH:33]=2)[NH:28][CH:27]=1)[C:9]1[CH:14]=[CH:13][CH:12]=[CH:11][CH:10]=1.[CH2:36](Cl)[C:37]1[CH:42]=[CH:41][CH:40]=[CH:39][CH:38]=1. The catalyst is C(#N)C.C(OCC)(=O)C.O. The product is [CH2:36]([NH:35][C@@H:24]([C:16]1[N:15]([CH2:8][C:9]2[CH:14]=[CH:13][CH:12]=[CH:11][CH:10]=2)[CH:19]=[C:18]([C:20]([CH3:22])([CH3:23])[CH3:21])[N:17]=1)[CH2:25][C:26]1[C:34]2[C:29](=[CH:30][CH:31]=[CH:32][CH:33]=2)[NH:28][CH:27]=1)[C:37]1[CH:42]=[CH:41][CH:40]=[CH:39][CH:38]=1. The yield is 0.0500. (7) The reactants are [C:1]([C:3]1[CH:11]=[CH:10][C:6]([C:7]([OH:9])=[O:8])=[CH:5][C:4]=1[C:12]([OH:14])=[O:13])#[N:2].Cl. The catalyst is [Pd].C(O)C. The product is [NH2:2][CH2:1][C:3]1[CH:11]=[CH:10][C:6]([C:7]([OH:9])=[O:8])=[CH:5][C:4]=1[C:12]([OH:14])=[O:13]. The yield is 1.00. (8) The reactants are Br[C:2]1[CH:7]=[CH:6][C:5]([NH:8][C:9](=[O:15])[O:10][C:11]([CH3:14])([CH3:13])[CH3:12])=[C:4]([N+:16]([O-:18])=[O:17])[CH:3]=1.C([O-])([O-])=O.[K+].[K+].C(O)C.[S:28]1[CH:32]=[CH:31][C:30](B(O)O)=[CH:29]1. The catalyst is C1(C)C=CC=CC=1.C1C=CC([P]([Pd]([P](C2C=CC=CC=2)(C2C=CC=CC=2)C2C=CC=CC=2)([P](C2C=CC=CC=2)(C2C=CC=CC=2)C2C=CC=CC=2)[P](C2C=CC=CC=2)(C2C=CC=CC=2)C2C=CC=CC=2)(C2C=CC=CC=2)C2C=CC=CC=2)=CC=1.[Pd].O. The product is [N+:16]([C:4]1[CH:3]=[C:2]([C:30]2[CH:31]=[CH:32][S:28][CH:29]=2)[CH:7]=[CH:6][C:5]=1[NH:8][C:9](=[O:15])[O:10][C:11]([CH3:14])([CH3:13])[CH3:12])([O-:18])=[O:17]. The yield is 0.880. (9) The reactants are [S:1]1[C:5]2[CH:6]=[CH:7][CH:8]=[CH:9][C:4]=2[CH:3]=[C:2]1[C:10]([NH:12][C@H:13]([C:18]([NH:20][CH2:21][CH2:22][CH2:23][C@H:24]([C:37]([O:39]C)=[O:38])[NH:25][S:26]([C:29]1[CH:34]=[CH:33][C:32]([F:35])=[CH:31][C:30]=1[Cl:36])(=[O:28])=[O:27])=[O:19])[CH2:14][CH:15]([CH3:17])[CH3:16])=[O:11].C([O-])([O-])=O.[K+].[K+]. The catalyst is CO.O. The product is [S:1]1[C:5]2[CH:6]=[CH:7][CH:8]=[CH:9][C:4]=2[CH:3]=[C:2]1[C:10]([NH:12][C@H:13]([C:18]([NH:20][CH2:21][CH2:22][CH2:23][C@H:24]([C:37]([OH:39])=[O:38])[NH:25][S:26]([C:29]1[CH:34]=[CH:33][C:32]([F:35])=[CH:31][C:30]=1[Cl:36])(=[O:28])=[O:27])=[O:19])[CH2:14][CH:15]([CH3:17])[CH3:16])=[O:11]. The yield is 0.990. (10) The reactants are [F:1][C:2]1[CH:7]=[CH:6][C:5]([NH2:8])=[CH:4][CH:3]=1.C1N=CN([C:14](N2C=NC=C2)=[O:15])C=1.[CH2:21]([O:23][C:24](=[O:43])[CH2:25][CH2:26][C:27]1[CH:32]=[CH:31][CH:30]=[C:29]([N:33]2[C:37]([NH2:38])=[CH:36][C:35]([C:39]([CH3:42])([CH3:41])[CH3:40])=[N:34]2)[CH:28]=1)[CH3:22].O. The catalyst is CN(C=O)C. The product is [CH2:21]([O:23][C:24](=[O:43])[CH2:25][CH2:26][C:27]1[CH:32]=[CH:31][CH:30]=[C:29]([N:33]2[C:37]([NH:38][C:14]([NH:8][C:5]3[CH:6]=[CH:7][C:2]([F:1])=[CH:3][CH:4]=3)=[O:15])=[CH:36][C:35]([C:39]([CH3:42])([CH3:41])[CH3:40])=[N:34]2)[CH:28]=1)[CH3:22]. The yield is 0.330.